From a dataset of Catalyst prediction with 721,799 reactions and 888 catalyst types from USPTO. Predict which catalyst facilitates the given reaction. (1) Reactant: [NH2:1][C:2]1[N:6]([C:7]2[C:12]([Cl:13])=[CH:11][C:10]([C:14]([F:17])([F:16])[F:15])=[CH:9][C:8]=2[Cl:18])[N:5]=[C:4]([C:19]#[N:20])[C:3]=1[CH:21]=O.BrN1C(=O)CCC1=O.[CH2:31]([SH:34])[CH2:32][SH:33].[OH-].[Na+]. Product: [NH2:1][C:2]1[N:6]([C:7]2[C:12]([Cl:13])=[CH:11][C:10]([C:14]([F:17])([F:16])[F:15])=[CH:9][C:8]=2[Cl:18])[N:5]=[C:4]([C:19]#[N:20])[C:3]=1[CH:21]1[S:34][CH2:31][CH2:32][S:33]1. The catalyst class is: 4. (2) Reactant: C(OC[N:9]1[CH:13]=[C:12]([CH2:14][CH2:15][CH2:16][C:17]([NH:19][CH:20]2[CH2:25][CH2:24][N:23]([C:26]([O:28][CH2:29][C:30]3[CH:35]=[CH:34][C:33]([Cl:36])=[CH:32][C:31]=3[Cl:37])=[O:27])[CH2:22][CH2:21]2)=[O:18])[N:11]=[N:10]1)(=O)C(C)(C)C.[OH-].[Na+].Cl. Product: [NH:9]1[CH:13]=[C:12]([CH2:14][CH2:15][CH2:16][C:17]([NH:19][CH:20]2[CH2:25][CH2:24][N:23]([C:26]([O:28][CH2:29][C:30]3[CH:35]=[CH:34][C:33]([Cl:36])=[CH:32][C:31]=3[Cl:37])=[O:27])[CH2:22][CH2:21]2)=[O:18])[N:11]=[N:10]1. The catalyst class is: 5. (3) Product: [CH:6]([O:5][C@H:4]([CH2:8][CH2:9][C:10]1[CH:15]=[CH:14][C:13]([C:16]2[CH:17]=[N:18][C:19]([O:22][CH3:23])=[CH:20][CH:21]=2)=[CH:12][CH:11]=1)[C@H:3]([CH2:24][CH2:25][N:26]1[C:31](=[O:32])[C:30]2[CH:33]=[CH:34][CH:35]=[CH:36][C:29]=2[N:28]=[N:27]1)[C:2]([OH:37])=[O:1])=[O:7]. The catalyst class is: 107. Reactant: [OH:1][C@@H:2]1[C@H:6]([OH:7])[O:5][C@H:4]([CH2:8][CH2:9][C:10]2[CH:15]=[CH:14][C:13]([C:16]3[CH:17]=[N:18][C:19]([O:22][CH3:23])=[CH:20][CH:21]=3)=[CH:12][CH:11]=2)[C@@H:3]1[CH2:24][CH2:25][N:26]1[C:31](=[O:32])[C:30]2[CH:33]=[CH:34][CH:35]=[CH:36][C:29]=2[N:28]=[N:27]1.[O:37]1CCCC1.I([O-])(=O)(=O)=O.[Na+].[K]. (4) Reactant: [OH:1][B:2]1[C:6]2[CH:7]=[C:8]([CH2:11][NH:12]C(=O)OC(C)(C)C)[CH:9]=[CH:10][C:5]=2[C:4]([CH3:21])([CH3:20])[O:3]1.[ClH:22]. Product: [ClH:22].[NH2:12][CH2:11][C:8]1[CH:9]=[CH:10][C:5]2[C:4]([CH3:21])([CH3:20])[O:3][B:2]([OH:1])[C:6]=2[CH:7]=1. The catalyst class is: 5. (5) Reactant: [Br:1][C:2]1[CH:12]=[CH:11][C:5]([O:6][CH2:7][C:8]([OH:10])=O)=[C:4]([Cl:13])[CH:3]=1.[NH2:14][C:15]1[CH:16]=[C:17]([CH:21]=[CH:22][CH:23]=1)[C:18]([NH2:20])=[O:19].Cl.CN(C)CCCN=C=NCC.ON1C2C=CC=CC=2N=N1.C(N(CC)C(C)C)(C)C. Product: [Br:1][C:2]1[CH:12]=[CH:11][C:5]([O:6][CH2:7][C:8]([NH:14][C:15]2[CH:16]=[C:17]([CH:21]=[CH:22][CH:23]=2)[C:18]([NH2:20])=[O:19])=[O:10])=[C:4]([Cl:13])[CH:3]=1. The catalyst class is: 3. (6) Reactant: C[O:2][C:3](=[O:17])[C@:4]1([CH3:16])[CH2:8][CH2:7][CH2:6][N:5]1[C:9]([O:11][C:12]([CH3:15])([CH3:14])[CH3:13])=[O:10].[OH-].[Na+]. Product: [C:12]([O:11][C:9]([N:5]1[CH2:6][CH2:7][CH2:8][C@@:4]1([CH3:16])[C:3]([OH:17])=[O:2])=[O:10])([CH3:15])([CH3:13])[CH3:14]. The catalyst class is: 20.